From a dataset of Catalyst prediction with 721,799 reactions and 888 catalyst types from USPTO. Predict which catalyst facilitates the given reaction. (1) Reactant: [N+:1]([C:4]1[C:5]([NH:10][NH2:11])=[N:6][CH:7]=[CH:8][CH:9]=1)([O-:3])=[O:2].C(N(CC)CC)C.C[O:20][C:21](=O)[N:22]=[C:23](SC)[C:24]([C:38]1[CH:43]=[CH:42][C:41]([O:44][CH3:45])=[C:40]([O:46][CH2:47][CH3:48])[CH:39]=1)=[N:25][C:26]1[CH:31]=[CH:30][C:29]([C:32]2[N:36]=[C:35]([CH3:37])[O:34][N:33]=2)=[CH:28][CH:27]=1. Product: [CH2:47]([O:46][C:40]1[CH:39]=[C:38]([CH:24]([NH:25][C:26]2[CH:31]=[CH:30][C:29]([C:32]3[N:36]=[C:35]([CH3:37])[O:34][N:33]=3)=[CH:28][CH:27]=2)[C:23]2[NH:22][C:21](=[O:20])[N:10]([C:5]3[C:4]([N+:1]([O-:3])=[O:2])=[CH:9][CH:8]=[CH:7][N:6]=3)[N:11]=2)[CH:43]=[CH:42][C:41]=1[O:44][CH3:45])[CH3:48]. The catalyst class is: 3. (2) Reactant: [CH3:1][N:2]1[C:11]2[C:6](=[CH:7][C:8]([C:12]#[C:13][CH2:14][C:15]3[CH:20]=[CH:19][CH:18]=[CH:17][CH:16]=3)=[CH:9][CH:10]=2)[C:5](=[O:21])[N:4]([CH2:22][C:23]2[CH:31]=[CH:30][C:26]([C:27](Cl)=[O:28])=[CH:25][CH:24]=2)[C:3]1=[O:32].[H-].[Al+3].[Li+].[H-].[H-].[H-]. Product: [OH:28][CH2:27][C:26]1[CH:25]=[CH:24][C:23]([CH2:22][N:4]2[C:5](=[O:21])[C:6]3[C:11](=[CH:10][CH:9]=[C:8]([C:12]#[C:13][CH2:14][C:15]4[CH:16]=[CH:17][CH:18]=[CH:19][CH:20]=4)[CH:7]=3)[N:2]([CH3:1])[C:3]2=[O:32])=[CH:31][CH:30]=1. The catalyst class is: 7. (3) Product: [OH:13][C:9]12[C:15]3[CH:16]=[CH:17][C:18]4[CH2:19][CH2:20][CH2:21][CH2:22][C:23]=4[C:14]=3[O:24][C:7]1([OH:8])[C:5]1[CH:6]=[CH:1][CH:2]=[CH:3][C:4]=1[C:10]2=[O:11]. Reactant: [CH:1]1[CH:6]=[C:5]2[C:7]([C:9]([OH:13])(O)[C:10](=[O:11])[C:4]2=[CH:3][CH:2]=1)=[O:8].[C:14]1([OH:24])[C:23]2[CH2:22][CH2:21][CH2:20][CH2:19][C:18]=2[CH:17]=[CH:16][CH:15]=1. The catalyst class is: 15. (4) Reactant: [C:1]([O:5][C:6]([NH:8][C@H:9]([C:16]([OH:18])=O)[CH2:10][N:11]1[CH:15]=[CH:14][CH:13]=[N:12]1)=[O:7])([CH3:4])([CH3:3])[CH3:2].CN(C(ON1N=NC2C=CC=CC1=2)=[N+](C)C)C.F[P-](F)(F)(F)(F)F.Cl.[CH3:44][O:45][C:46]1[CH:47]=[C:48]([C:54]2[C@@H:63]3[C@@H:58]([CH2:59][CH2:60][CH2:61][CH2:62]3)[C:57](=[O:64])[N:56]([CH:65]3[CH2:70][CH2:69][NH:68][CH2:67][CH2:66]3)[N:55]=2)[CH:49]=[CH:50][C:51]=1[O:52][CH3:53].CCN(C(C)C)C(C)C.C(=O)(O)[O-].[Na+]. Product: [CH3:44][O:45][C:46]1[CH:47]=[C:48]([C:54]2[C@@H:63]3[C@@H:58]([CH2:59][CH2:60][CH2:61][CH2:62]3)[C:57](=[O:64])[N:56]([CH:65]3[CH2:66][CH2:67][N:68]([C:16](=[O:18])[C@@H:9]([NH:8][C:6](=[O:7])[O:5][C:1]([CH3:2])([CH3:3])[CH3:4])[CH2:10][N:11]4[CH:15]=[CH:14][CH:13]=[N:12]4)[CH2:69][CH2:70]3)[N:55]=2)[CH:49]=[CH:50][C:51]=1[O:52][CH3:53]. The catalyst class is: 2. (5) Reactant: [CH2:1](O[Si](C)(C)C)[CH3:2].[Br:8][C:9]1[CH:22]=[C:21]2[C:12]([O:13][CH:14]3[CH:19]([C:20]42[C:26](=[O:27])[N:25]([CH3:28])[C:24](=[O:29])[NH:23]4)[CH2:18][C:17](=[O:30])[CH2:16][CH2:15]3)=[CH:11][CH:10]=1.[Si](OS(C(F)(F)F)(=O)=O)(C)(C)C.C([SiH](CC)CC)C. Product: [Br:8][C:9]1[CH:22]=[C:21]2[C:12]([O:13][C@@H:14]3[C@@H:19]([C@@:20]42[C:26](=[O:27])[N:25]([CH3:28])[C:24](=[O:29])[NH:23]4)[CH2:18][C@@H:17]([O:30][CH2:1][CH3:2])[CH2:16][CH2:15]3)=[CH:11][CH:10]=1. The catalyst class is: 2. (6) Reactant: [C:1]([C:4]1[C:5]([O:23][CH3:24])=[C:6]([CH:12]([OH:22])[CH2:13][NH:14][C:15](=O)[O:16]C(C)(C)C)[C:7]([CH3:11])=[C:8]([Cl:10])[CH:9]=1)(=[O:3])[CH3:2].Cl.C(N(CC)CC)C.[Cl:33][CH2:34]C(Cl)=O. Product: [C:1]([C:4]1[C:5]([O:23][CH3:24])=[C:6]([CH:12]([OH:22])[CH2:13][NH:14][C:15](=[O:16])[CH2:34][Cl:33])[C:7]([CH3:11])=[C:8]([Cl:10])[CH:9]=1)(=[O:3])[CH3:2]. The catalyst class is: 258. (7) Reactant: C(O[C:6](=[O:30])[NH:7][CH2:8][C@H:9]1[CH2:14][CH2:13][C@H:12]([CH2:15][NH:16][C:17]2[N:26]=[C:25]([N:27]([CH3:29])[CH3:28])[C:24]3[C:19](=[CH:20][CH:21]=[CH:22][CH:23]=3)[N:18]=2)[CH2:11][CH2:10]1)(C)(C)C.Cl.C(N(C(C)C)CC)(C)C.[F:41][C:42]([F:54])([F:53])[O:43][C:44]1[CH:52]=[CH:51][CH:50]=[CH:49][C:45]=1C(Cl)=O. Product: [CH3:28][N:27]([CH3:29])[C:25]1[C:24]2[C:19](=[CH:20][CH:21]=[CH:22][CH:23]=2)[N:18]=[C:17]([NH:16][CH2:15][C@H:12]2[CH2:11][CH2:10][C@H:9]([CH2:8][NH:7][C:6](=[O:30])[C:45]3[CH:49]=[CH:50][CH:51]=[CH:52][C:44]=3[O:43][C:42]([F:41])([F:54])[F:53])[CH2:14][CH2:13]2)[N:26]=1. The catalyst class is: 795. (8) Reactant: [Cl:1][C:2]1[CH:27]=[CH:26][C:5]2[N:6]3[C:10]([CH2:11][NH:12][CH2:13][C:4]=2[CH:3]=1)=[N:9][N:8]=[C:7]3[C@H:14]1[CH2:19][CH2:18][C@H:17]([C:20]2[CH:24]=[C:23]([CH3:25])[O:22][N:21]=2)[CH2:16][CH2:15]1.C(N(CC)CC)C.[CH3:35][S:36](Cl)(=[O:38])=[O:37]. Product: [Cl:1][C:2]1[CH:27]=[CH:26][C:5]2[N:6]3[C:10]([CH2:11][N:12]([S:36]([CH3:35])(=[O:38])=[O:37])[CH2:13][C:4]=2[CH:3]=1)=[N:9][N:8]=[C:7]3[C@H:14]1[CH2:15][CH2:16][C@H:17]([C:20]2[CH:24]=[C:23]([CH3:25])[O:22][N:21]=2)[CH2:18][CH2:19]1. The catalyst class is: 4. (9) The catalyst class is: 19. Product: [O:1]=[C:2]([N:26]1[CH2:27][CH2:28][N:29]([C:32](=[O:43])[C:33]2[CH:38]=[CH:37][CH:36]=[CH:35][C:34]=2[C:39]([F:40])([F:42])[F:41])[CH2:30][CH2:31]1)[CH2:3][NH:4][C:5]([C:7]1[CH:11]=[C:10]([C:12]2[CH:17]=[CH:16][CH:15]=[CH:14][C:13]=2[OH:18])[O:9][N:8]=1)=[O:6]. Reactant: [O:1]=[C:2]([N:26]1[CH2:31][CH2:30][N:29]([C:32](=[O:43])[C:33]2[CH:38]=[CH:37][CH:36]=[CH:35][C:34]=2[C:39]([F:42])([F:41])[F:40])[CH2:28][CH2:27]1)[CH2:3][NH:4][C:5]([C:7]1[CH:11]=[C:10]([C:12]2[CH:17]=[CH:16][CH:15]=[CH:14][C:13]=2[O:18]CC2C=CC=CC=2)[O:9][N:8]=1)=[O:6].